Dataset: Full USPTO retrosynthesis dataset with 1.9M reactions from patents (1976-2016). Task: Predict the reactants needed to synthesize the given product. (1) The reactants are: C[C:2]([C:9]1[C:10]([C:22]([CH3:25])([CH3:24])[CH3:23])=[C:11]2[C:18]3[CH2:19][CH2:20][CH2:21][C:17]=3[S:16][C:12]2=[N:13][C:14]=1[CH3:15])([CH2:6][CH2:7][CH3:8])[C:3]([O-:5])=[O:4].[OH-].[Na+].Cl. Given the product [CH3:15][C:14]1[N:13]=[C:12]2[S:16][C:17]3[CH2:21][CH2:20][CH2:19][C:18]=3[C:11]2=[C:10]([C:22]([CH3:25])([CH3:24])[CH3:23])[C:9]=1[CH:2]([CH2:6][CH2:7][CH3:8])[C:3]([OH:5])=[O:4], predict the reactants needed to synthesize it. (2) Given the product [O:12]1[CH2:16][CH2:15][O:14][CH:13]1[C:17]1[CH:24]=[CH:23][C:20]([C:21](=[O:28])[CH2:5][C:6]2[CH:11]=[CH:10][CH:9]=[CH:8][CH:7]=2)=[CH:19][CH:18]=1, predict the reactants needed to synthesize it. The reactants are: [Mg].II.Br[CH2:5][C:6]1[CH:11]=[CH:10][CH:9]=[CH:8][CH:7]=1.[O:12]1[CH2:16][CH2:15][O:14][CH:13]1[C:17]1[CH:24]=[CH:23][C:20]([C:21]#N)=[CH:19][CH:18]=1.Cl.CC[O:28]CC. (3) Given the product [F:10][C:11]1[CH:16]=[CH:15][C:14]([CH2:17][C:18]2[C:27]3[C:22](=[CH:23][CH:24]=[CH:25][CH:26]=3)[C:21](=[O:28])[NH:20][N:19]=2)=[CH:13][C:12]=1[N:29]1[C:30](=[O:31])[CH2:32][CH:33]([CH2:37][CH:38]=[CH:39][CH2:40][CH2:41][CH3:42])[C:34]1=[O:36], predict the reactants needed to synthesize it. The reactants are: C(N(C(C)C)CC)(C)C.[F:10][C:11]1[CH:16]=[CH:15][C:14]([CH2:17][C:18]2[C:27]3[C:22](=[CH:23][CH:24]=[CH:25][CH:26]=3)[C:21](=[O:28])[NH:20][N:19]=2)=[CH:13][C:12]=1[NH:29][C:30]([CH2:32][CH:33]([CH2:37][CH:38]=[CH:39][CH2:40][CH2:41][CH3:42])[C:34]([OH:36])=O)=[O:31]. (4) Given the product [O:38]([CH2:40][C:41]1[CH:42]=[C:43]([N:47]([CH2:53][C:54]2[CH:55]=[N:56][CH:57]=[CH:58][CH:59]=2)[S:48]([CH2:51][CH3:52])(=[O:49])=[O:50])[CH:44]=[CH:45][CH:46]=1)[C:32]1[CH:37]=[CH:36][CH:35]=[CH:34][CH:33]=1, predict the reactants needed to synthesize it. The reactants are: C1(P(C2C=CC=CC=2)C2C=CC=CC=2)C=CC=CC=1.CCOC(/N=N/C(OCC)=O)=O.[C:32]1([OH:38])[CH:37]=[CH:36][CH:35]=[CH:34][CH:33]=1.O[CH2:40][C:41]1[CH:42]=[C:43]([N:47]([CH2:53][C:54]2[CH:55]=[N:56][CH:57]=[CH:58][CH:59]=2)[S:48]([CH2:51][CH3:52])(=[O:50])=[O:49])[CH:44]=[CH:45][CH:46]=1. (5) Given the product [Cl:1][C:2]1[N:7]=[C:6]([CH:8]=[O:9])[CH:5]=[C:4]([O:12][CH3:13])[N:3]=1, predict the reactants needed to synthesize it. The reactants are: [Cl:1][C:2]1[N:7]=[C:6]([C:8](OC)=[O:9])[CH:5]=[C:4]([O:12][CH3:13])[N:3]=1.CC(C[AlH]CC(C)C)C.ClCCl. (6) Given the product [OH:1][C:2]1[CH:3]=[C:4]2[O:30][CH2:29][O:28][C:5]2=[N:6][C:7]=1[C:8]1([CH2:31][OH:32])[C:16]2[C:11](=[CH:12][CH:13]=[CH:14][CH:15]=2)[N:10]([CH2:17][C:18]2[O:19][C:20]([C:23]([F:25])([F:24])[F:26])=[CH:21][CH:22]=2)[C:9]1=[O:27], predict the reactants needed to synthesize it. The reactants are: [OH:1][C:2]1[CH:3]=[C:4]2[O:30][CH2:29][O:28][C:5]2=[N:6][C:7]=1[CH:8]1[C:16]2[C:11](=[CH:12][CH:13]=[CH:14][CH:15]=2)[N:10]([CH2:17][C:18]2[O:19][C:20]([C:23]([F:26])([F:25])[F:24])=[CH:21][CH:22]=2)[C:9]1=[O:27].[CH2:31]=[O:32]. (7) The reactants are: Br[C:2]1[CH:20]=[CH:19][C:5]2[C:6]3[N:11]([CH:12]([CH3:14])[CH2:13][C:4]=2[CH:3]=1)[CH:10]=[C:9]([C:15]([OH:17])=[O:16])[C:8](=[O:18])[CH:7]=3.[CH3:21][NH:22][CH2:23][C:24]1[CH:29]=[CH:28][CH:27]=[CH:26][CH:25]=1.C([O-])([O-])=O.[K+].[K+].N1CCC[C@H]1C(O)=O. Given the product [CH2:23]([N:22]([CH3:21])[C:2]1[CH:20]=[CH:19][C:5]2[C:6]3[N:11]([CH:12]([CH3:14])[CH2:13][C:4]=2[CH:3]=1)[CH:10]=[C:9]([C:15]([OH:17])=[O:16])[C:8](=[O:18])[CH:7]=3)[C:24]1[CH:29]=[CH:28][CH:27]=[CH:26][CH:25]=1, predict the reactants needed to synthesize it. (8) Given the product [Na+:3].[C:11]([NH:4][CH2:5][CH2:6][S:7]([O-:10])(=[O:9])=[O:8])([O:13][CH2:14][C:15]1[CH:20]=[CH:19][CH:18]=[CH:17][CH:16]=1)=[O:12], predict the reactants needed to synthesize it. The reactants are: O.[OH-].[Na+:3].[NH2:4][CH2:5][CH2:6][S:7]([OH:10])(=[O:9])=[O:8].[C:11](Cl)([O:13][CH2:14][C:15]1[CH:20]=[CH:19][CH:18]=[CH:17][CH:16]=1)=[O:12]. (9) Given the product [ClH:34].[Cl:34][C:25]1[C:26]([C:30]([F:31])([F:32])[F:33])=[CH:27][CH:28]=[CH:29][C:24]=1[CH2:23][N:22]([CH2:21][CH:20]([C:14]1[CH:15]=[CH:16][CH:17]=[CH:18][CH:19]=1)[C:39]1[CH:44]=[CH:43][CH:42]=[CH:41][CH:40]=1)[CH2:35][CH2:36][CH2:37][O:13][C:11]1[CH:10]=[CH:9][CH:8]=[C:7]([N:1]2[CH2:2][CH2:3][O:4][CH2:5][CH2:6]2)[N:12]=1, predict the reactants needed to synthesize it. The reactants are: [N:1]1([C:7]2[N:12]=[C:11]([OH:13])[CH:10]=[CH:9][CH:8]=2)[CH2:6][CH2:5][O:4][CH2:3][CH2:2]1.[C:14]1([CH:20]([C:39]2[CH:44]=[CH:43][CH:42]=[CH:41][CH:40]=2)[CH2:21][N:22]([CH2:35][CH2:36][CH2:37]O)[CH2:23][C:24]2[CH:29]=[CH:28][CH:27]=[C:26]([C:30]([F:33])([F:32])[F:31])[C:25]=2[Cl:34])[CH:19]=[CH:18][CH:17]=[CH:16][CH:15]=1.OC1C=C(C=CC=1)CC1N(COCC)N=NN=1.BrCCCO.